This data is from Forward reaction prediction with 1.9M reactions from USPTO patents (1976-2016). The task is: Predict the product of the given reaction. (1) Given the reactants C([NH:8][C:9]1[CH:14]=[C:13]([C:15]([CH3:18])([CH3:17])[CH3:16])[CH:12]=[C:11]([CH2:19][N:20]([CH3:22])[CH3:21])[N:10]=1)C1C=CC=CC=1.C(=O)(O)[O-].[Na+], predict the reaction product. The product is: [C:15]([C:13]1[CH:12]=[C:11]([CH2:19][N:20]([CH3:22])[CH3:21])[N:10]=[C:9]([NH2:8])[CH:14]=1)([CH3:18])([CH3:16])[CH3:17]. (2) The product is: [F:1][C:2]1[CH:11]=[CH:10][C:5]([C:6]([O:8][CH3:9])=[O:7])=[CH:4][C:3]=1[N:12]([CH2:25][CH2:26][N:27]1[CH2:32][CH2:31][O:30][CH2:29][CH2:28]1)[S:13]([CH3:16])(=[O:15])=[O:14]. Given the reactants [F:1][C:2]1[CH:11]=[CH:10][C:5]([C:6]([O:8][CH3:9])=[O:7])=[CH:4][C:3]=1[NH:12][S:13]([CH3:16])(=[O:15])=[O:14].C([O-])([O-])=O.[K+].[K+].Cl.Cl[CH2:25][CH2:26][N:27]1[CH2:32][CH2:31][O:30][CH2:29][CH2:28]1.O, predict the reaction product. (3) Given the reactants Br[C:2]1[C:10]2[N:9]3[CH2:11][CH2:12][NH:13][C:14](=[O:15])[C:8]3=[CH:7][C:6]=2[CH:5]=[C:4]([O:16][CH3:17])[CH:3]=1.[CH2:18](B(O)O)[CH:19]([CH3:21])[CH3:20], predict the reaction product. The product is: [CH3:17][O:16][C:4]1[CH:3]=[C:2]([CH2:18][CH:19]([CH3:21])[CH3:20])[C:10]2[N:9]3[CH2:11][CH2:12][NH:13][C:14](=[O:15])[C:8]3=[CH:7][C:6]=2[CH:5]=1. (4) The product is: [F:29][C:26]1[CH:27]=[CH:28][C:23]([C:17]2([CH2:16][CH2:15][CH2:14][N:11]3[CH2:10][CH2:9][NH:8][CH2:13][CH2:12]3)[CH2:18][CH2:19][CH2:20][CH2:21][CH2:22]2)=[CH:24][CH:25]=1. Given the reactants C([N:8]1[CH2:13][CH2:12][N:11]([CH2:14][CH2:15][CH2:16][C:17]2([C:23]3[CH:28]=[CH:27][C:26]([F:29])=[CH:25][CH:24]=3)[CH2:22][CH2:21][CH2:20][CH2:19][CH2:18]2)[CH2:10][CH2:9]1)C1C=CC=CC=1, predict the reaction product. (5) The product is: [Br:14][C:5]1[CH:6]=[C:7]([CH3:9])[CH:8]=[C:2]([CH3:1])[C:3]=1[NH2:4]. Given the reactants [CH3:1][C:2]1[CH:8]=[C:7]([CH3:9])[CH:6]=[CH:5][C:3]=1[NH2:4].C(O)(=O)C.[Br:14]Br, predict the reaction product. (6) Given the reactants [C:1]1([CH:7]=[CH:8][C:9]2[CH:10]=[CH:11][C:12]([N+:16]([O-])=O)=[C:13]([OH:15])[CH:14]=2)[CH:6]=[CH:5][CH:4]=[CH:3][CH:2]=1.NC1C=CC(CCC2C=CC=CC=2)=CC=1O.Cl[C:36]1[C:44]([N+]([O-])=O)=[CH:43][CH:42]=[CH:41][C:37]=1[C:38]([OH:40])=[O:39], predict the reaction product. The product is: [C:1]1([CH2:7][CH2:8][C:9]2[CH:14]=[C:13]3[C:12](=[CH:11][CH:10]=2)[NH:16][C:41]2[C:37]([C:38]([OH:40])=[O:39])=[CH:36][CH:44]=[CH:43][C:42]=2[O:15]3)[CH:6]=[CH:5][CH:4]=[CH:3][CH:2]=1.